From a dataset of Reaction yield outcomes from USPTO patents with 853,638 reactions. Predict the reaction yield, written as a fraction of the theoretical maximum amount of product (1.0 means a 100% yield; for example, 0.34 means a 34% yield). (1) The reactants are [Cl:1][C:2]1[CH:19]=[CH:18][C:17]([Cl:20])=[CH:16][C:3]=1[O:4][C:5]1[CH:12]=[CH:11][C:8]([C:9]#[N:10])=[CH:7][C:6]=1[N+:13]([O-])=O.S(S([O-])=O)([O-])=O.[Na+].[Na+]. The catalyst is C1COCC1.O. The product is [NH2:13][C:6]1[CH:7]=[C:8]([CH:11]=[CH:12][C:5]=1[O:4][C:3]1[CH:16]=[C:17]([Cl:20])[CH:18]=[CH:19][C:2]=1[Cl:1])[C:9]#[N:10]. The yield is 1.04. (2) The reactants are Br[CH2:2][CH:3]=[CH2:4].[N:5]1([C:12]2[CH:22]=[CH:21][C:15]([C:16]([O:18][CH2:19][CH3:20])=[O:17])=[CH:14][CH:13]=2)[CH2:11][CH2:10][CH2:9][NH:8][CH2:7][CH2:6]1.CCN(C(C)C)C(C)C. The catalyst is ClCCl. The product is [CH2:2]([N:8]1[CH2:9][CH2:10][CH2:11][N:5]([C:12]2[CH:13]=[CH:14][C:15]([C:16]([O:18][CH2:19][CH3:20])=[O:17])=[CH:21][CH:22]=2)[CH2:6][CH2:7]1)[CH:3]=[CH2:4]. The yield is 0.485.